Dataset: Retrosynthesis with 50K atom-mapped reactions and 10 reaction types from USPTO. Task: Predict the reactants needed to synthesize the given product. (1) The reactants are: C=CC(=O)O.CC(C(=O)O)c1ccc(OCCCCCCO)cc1. Given the product C=CC(=O)OCCCCCCOc1ccc(C(C)C(=O)O)cc1, predict the reactants needed to synthesize it. (2) Given the product C=COCCOCCOCCOCCOCCOCCOCCOCCOCCOCCOC, predict the reactants needed to synthesize it. The reactants are: C=COCCOCCOCCOCCOCCOCCOCCOCCOCCOCCO.CI. (3) Given the product CSc1ncc2cc(-c3ccc(-c4csc(C)n4)cc3Cl)c(=O)n(C[C@H]3CN(C(=O)OC(C)(C)C)CCO3)c2n1, predict the reactants needed to synthesize it. The reactants are: CSc1ncc2cc(-c3ccc(Br)cc3Cl)c(=O)n(C[C@H]3CN(C(=O)OC(C)(C)C)CCO3)c2n1.Cc1nc(Br)cs1. (4) Given the product Cc1nc(Nc2ccc(F)cc2)nc(N2CCc3cc(OC(=O)CN4CCCCC4)ccc3C2C)c1C, predict the reactants needed to synthesize it. The reactants are: Cc1nc(Nc2ccc(F)cc2)nc(N2CCc3cc(O)ccc3C2C)c1C.O=C(O)CN1CCCCC1. (5) The reactants are: BrCCOCCOCCOCCBr.CCCc1c(OCC(=O)OCC)ccc(C(C)=O)c1O. Given the product CCCc1c(OCC(=O)OCC)ccc(C(C)=O)c1OCCOCCOCCOCCBr, predict the reactants needed to synthesize it. (6) Given the product CC1(C)C(=O)Nc2nc(-c3nn(CC4CCCC4)c4ncc(F)cc34)ncc21, predict the reactants needed to synthesize it. The reactants are: CC1(C)C(=O)Nc2nc(-c3nn(CC4CCCC4)c4ncc(F)cc34)nc(I)c21. (7) Given the product CC(C)(COC(c1ccccc1)(c1ccccc1)c1ccccc1)C(=O)O, predict the reactants needed to synthesize it. The reactants are: COC(=O)C(C)(C)COC(c1ccccc1)(c1ccccc1)c1ccccc1.